Dataset: NCI-60 drug combinations with 297,098 pairs across 59 cell lines. Task: Regression. Given two drug SMILES strings and cell line genomic features, predict the synergy score measuring deviation from expected non-interaction effect. Drug 1: CN(C)C1=NC(=NC(=N1)N(C)C)N(C)C. Drug 2: CCC1=C2CN3C(=CC4=C(C3=O)COC(=O)C4(CC)O)C2=NC5=C1C=C(C=C5)O. Cell line: NCI-H460. Synergy scores: CSS=19.1, Synergy_ZIP=-2.11, Synergy_Bliss=0.0108, Synergy_Loewe=-26.6, Synergy_HSA=-1.88.